This data is from Full USPTO retrosynthesis dataset with 1.9M reactions from patents (1976-2016). The task is: Predict the reactants needed to synthesize the given product. (1) Given the product [Br:9][C:10]1[C:11]([F:21])=[C:12]([F:20])[C:13]([NH:4][C:3]2[CH:5]=[CH:6][CH:7]=[CH:8][C:2]=2[Cl:1])=[C:14]([CH:18]=1)[C:15]([OH:17])=[O:16], predict the reactants needed to synthesize it. The reactants are: [Cl:1][C:2]1[CH:8]=[CH:7][CH:6]=[CH:5][C:3]=1[NH2:4].[Br:9][C:10]1[C:11]([F:21])=[C:12]([F:20])[C:13](F)=[C:14]([CH:18]=1)[C:15]([OH:17])=[O:16].[Li+].C[Si]([N-][Si](C)(C)C)(C)C. (2) The reactants are: C1([O:4][S:5](=[O:8])(=[O:7])[NH2:6])CC1.[F:9][C:10]1[CH:15]=[CH:14][CH:13]=[CH:12][C:11]=1[OH:16]. Given the product [F:9][C:10]1[CH:15]=[CH:14][CH:13]=[CH:12][C:11]=1[NH:6][S:5](=[O:8])(=[O:7])[O-:4].[F:9][C:10]1[CH:15]=[CH:14][CH:13]=[CH:12][C:11]=1[O:16][S:5](=[O:7])(=[O:4])[NH2:6], predict the reactants needed to synthesize it. (3) Given the product [NH3:10].[CH3:6][OH:7].[Cl:1][C:2]1[CH:3]=[CH:4][C:5]([O:19][CH:20]([C:22]2[CH:23]=[CH:24][CH:25]=[CH:26][CH:27]=2)[CH3:21])=[C:6]([CH:18]=1)[O:7][CH:8]1[CH2:11][NH:10][CH2:9]1, predict the reactants needed to synthesize it. The reactants are: [Cl:1][C:2]1[CH:3]=[CH:4][C:5]([O:19][CH:20]([C:22]2[CH:27]=[CH:26][CH:25]=[CH:24][CH:23]=2)[CH3:21])=[C:6]([CH:18]=1)[O:7][CH:8]1[CH2:11][N:10](C(=O)C(F)(F)F)[CH2:9]1.C([O-])([O-])=O.[K+].[K+].O. (4) Given the product [CH3:33][C:29]1([CH3:32])[O:28][C:27]2[CH:34]=[CH:35][C:24]([C@H:22]3[O:21][C:20](=[O:36])[N:19]([CH2:18][CH2:17][CH2:16][CH2:15][CH2:14][CH2:13][O:12][CH2:11][CH2:10][CH2:9][CH2:8][C:4]4[CH:3]=[C:2]([NH:1][C:45]([NH:44][C:41]5[CH:42]=[CH:43][C:38]([F:37])=[CH:39][CH:40]=5)=[O:46])[CH:7]=[CH:6][CH:5]=4)[CH2:23]3)=[CH:25][C:26]=2[CH2:31][O:30]1, predict the reactants needed to synthesize it. The reactants are: [NH2:1][C:2]1[CH:3]=[C:4]([CH2:8][CH2:9][CH2:10][CH2:11][O:12][CH2:13][CH2:14][CH2:15][CH2:16][CH2:17][CH2:18][N:19]2[CH2:23][C@@H:22]([C:24]3[CH:35]=[CH:34][C:27]4[O:28][C:29]([CH3:33])([CH3:32])[O:30][CH2:31][C:26]=4[CH:25]=3)[O:21][C:20]2=[O:36])[CH:5]=[CH:6][CH:7]=1.[F:37][C:38]1[CH:43]=[CH:42][C:41]([N:44]=[C:45]=[O:46])=[CH:40][CH:39]=1.CO. (5) Given the product [F:3][C:4]1[CH:5]=[C:6]([C:16]2([CH2:18][C:19]([O:21][CH2:22][CH3:23])=[O:20])[CH2:17][O:14][CH2:15]2)[CH:7]=[CH:8][C:9]=1[OH:10], predict the reactants needed to synthesize it. The reactants are: [OH-].[K+].[F:3][C:4]1[CH:5]=[C:6](B(O)O)[CH:7]=[CH:8][C:9]=1[OH:10].[O:14]1[CH2:17][C:16](=[CH:18][C:19]([O:21][CH2:22][CH3:23])=[O:20])[CH2:15]1.